From a dataset of Forward reaction prediction with 1.9M reactions from USPTO patents (1976-2016). Predict the product of the given reaction. (1) Given the reactants NC(=O)[C@@H:3]([NH:8][C:9](=[O:37])[C@@H:10]([NH:15][C:16]([N:18]1[C:26]2[CH2:25][CH2:24][N:23]([CH3:27])[CH2:22][C:21]=2[C:20]([C:28]2[CH:33]=[C:32]([F:34])[C:31]([F:35])=[CH:30][C:29]=2[F:36])=[N:19]1)=[O:17])[C:11]([CH3:14])([CH3:13])[CH3:12])[CH2:4]C(C)C.[N:39]1([C:45]([O:47][CH2:48][CH3:49])=[O:46])CCN[CH2:41][CH2:40]1, predict the reaction product. The product is: [CH3:14][C:11]([CH3:12])([CH3:13])[C@H:10]([NH:15][C:16]([N:18]1[C:26]2[CH2:25][CH2:24][N:23]([CH3:27])[CH2:22][C:21]=2[C:20]([C:28]2[CH:33]=[C:32]([F:34])[C:31]([F:35])=[CH:30][C:29]=2[F:36])=[N:19]1)=[O:17])[C:9]([N:8]1[CH2:41][CH2:40][N:39]([C:45]([O:47][CH2:48][CH3:49])=[O:46])[CH2:4][CH2:3]1)=[O:37]. (2) Given the reactants C(N(S(F)(F)[F:7])CC)C.[CH3:10][O:11][C:12]([C:14]1[S:15][C:16]([Br:36])=[CH:17][C:18]=1[N:19]([C@H:29]1[CH2:34][CH2:33][C@H:32](O)[CH2:31][CH2:30]1)[C:20]([C@H:22]1[CH2:27][CH2:26][C@H:25]([CH3:28])[CH2:24][CH2:23]1)=[O:21])=[O:13].C([O-])(O)=O.[Na+], predict the reaction product. The product is: [CH3:10][O:11][C:12]([C:14]1[S:15][C:16]([Br:36])=[CH:17][C:18]=1[N:19]([C@H:29]1[CH2:34][CH2:33][C@@H:32]([F:7])[CH2:31][CH2:30]1)[C:20]([C@H:22]1[CH2:27][CH2:26][C@H:25]([CH3:28])[CH2:24][CH2:23]1)=[O:21])=[O:13].[CH3:10][O:11][C:12]([C:14]1[S:15][C:16]([Br:36])=[CH:17][C:18]=1[N:19]([C@H:29]1[CH2:34][CH2:33][C@H:32]([F:7])[CH2:31][CH2:30]1)[C:20]([C@H:22]1[CH2:27][CH2:26][C@H:25]([CH3:28])[CH2:24][CH2:23]1)=[O:21])=[O:13]. (3) Given the reactants [C:1]([C:4]1[CH:9]=[CH:8][C:7]([C:10]2[CH:11]=[CH:12][C:13]3[O:17][C:16]([CH:18]4[CH2:23][CH2:22][N:21](C(OC(C)(C)C)=O)[CH2:20][CH2:19]4)=[N:15][C:14]=3[CH:31]=2)=[CH:6][C:5]=1[F:32])(=[O:3])[NH2:2].[F:33][C:34]([F:39])([F:38])[C:35]([OH:37])=[O:36], predict the reaction product. The product is: [F:33][C:34]([F:39])([F:38])[C:35]([OH:37])=[O:36].[F:32][C:5]1[CH:6]=[C:7]([C:10]2[CH:11]=[CH:12][C:13]3[O:17][C:16]([CH:18]4[CH2:23][CH2:22][NH:21][CH2:20][CH2:19]4)=[N:15][C:14]=3[CH:31]=2)[CH:8]=[CH:9][C:4]=1[C:1]([NH2:2])=[O:3].